This data is from Peptide-MHC class I binding affinity with 185,985 pairs from IEDB/IMGT. The task is: Regression. Given a peptide amino acid sequence and an MHC pseudo amino acid sequence, predict their binding affinity value. This is MHC class I binding data. (1) The peptide sequence is TEVETYVLSI. The MHC is HLA-B45:01 with pseudo-sequence HLA-B45:01. The binding affinity (normalized) is 0.425. (2) The peptide sequence is HNFRAPAPV. The MHC is HLA-A68:02 with pseudo-sequence HLA-A68:02. The binding affinity (normalized) is 1.00. (3) The peptide sequence is IILNGSLLT. The MHC is HLA-A02:01 with pseudo-sequence HLA-A02:01. The binding affinity (normalized) is 0.226. (4) The MHC is Mamu-A01 with pseudo-sequence Mamu-A01. The binding affinity (normalized) is 0.538. The peptide sequence is FVFSTSFYL. (5) The peptide sequence is NPQAQGSV. The MHC is HLA-B53:01 with pseudo-sequence HLA-B53:01. The binding affinity (normalized) is 0. (6) The peptide sequence is RVRDNMTKK. The MHC is HLA-B15:01 with pseudo-sequence HLA-B15:01. The binding affinity (normalized) is 0.0847. (7) The peptide sequence is CPFLFLAVL. The MHC is HLA-B53:01 with pseudo-sequence HLA-B53:01. The binding affinity (normalized) is 0.170.